Task: Predict the product of the given reaction.. Dataset: Forward reaction prediction with 1.9M reactions from USPTO patents (1976-2016) (1) Given the reactants [NH2:1][C:2]1[C:11]([F:12])=[C:10]([F:13])[C:9]([O:14][CH3:15])=[C:8]2[C:3]=1[C:4](=[O:22])[C:5]([C:17]([O:19]CC)=[O:18])=[CH:6][N:7]2[CH3:16].[OH-].[Na+], predict the reaction product. The product is: [NH2:1][C:2]1[C:11]([F:12])=[C:10]([F:13])[C:9]([O:14][CH3:15])=[C:8]2[C:3]=1[C:4](=[O:22])[C:5]([C:17]([OH:19])=[O:18])=[CH:6][N:7]2[CH3:16]. (2) Given the reactants [Cl:1][C:2]1[CH:3]=[C:4]2[C:9](=[CH:10][CH:11]=1)[CH:8]=[C:7]([S:12]([CH2:15][CH2:16][C:17]([OH:19])=O)(=[O:14])=[O:13])[CH:6]=[CH:5]2.C1C=CC2N(O)N=NC=2C=1.CCN=C=NCCCN(C)C.[N:41]1([C:54]([O:56][C:57]([CH3:60])([CH3:59])[CH3:58])=[O:55])[CH2:46][CH2:45][NH:44][CH:43]([C:47]([O:49][C:50]([CH3:53])([CH3:52])[CH3:51])=[O:48])[CH2:42]1, predict the reaction product. The product is: [Cl:1][C:2]1[CH:3]=[C:4]2[C:9](=[CH:10][CH:11]=1)[CH:8]=[C:7]([S:12]([CH2:15][CH2:16][C:17]([N:44]1[CH2:45][CH2:46][N:41]([C:54]([O:56][C:57]([CH3:58])([CH3:59])[CH3:60])=[O:55])[CH2:42][CH:43]1[C:47]([O:49][C:50]([CH3:53])([CH3:52])[CH3:51])=[O:48])=[O:19])(=[O:13])=[O:14])[CH:6]=[CH:5]2. (3) Given the reactants [OH:1][CH:2]([C:6]1[CH:11]=[CH:10][C:9]([C:12]2[N:16]3[N:17]=[CH:18][CH:19]=[C:20]([N:21]4[CH2:26][CH2:25][O:24][CH2:23][CH2:22]4)[C:15]3=[N:14][C:13]=2[CH2:27][CH2:28][C:29]2[CH:38]=[CH:37][C:36]3[C:31](=[CH:32][CH:33]=[CH:34][CH:35]=3)[N:30]=2)=[CH:8][CH:7]=1)[C:3]([O-:5])=O.ClC(Cl)(Cl)[C:41]([N:43]=C=O)=[O:42].O, predict the reaction product. The product is: [O:24]1[CH2:23][CH2:22][N:21]([C:20]2[C:15]3[N:16]([C:12]([C:9]4[CH:10]=[CH:11][C:6]([CH:2]5[O:1][C:41](=[O:42])[NH:43][C:3]5=[O:5])=[CH:7][CH:8]=4)=[C:13]([CH2:27][CH2:28][C:29]4[CH:38]=[CH:37][C:36]5[C:31](=[CH:32][CH:33]=[CH:34][CH:35]=5)[N:30]=4)[N:14]=3)[N:17]=[CH:18][CH:19]=2)[CH2:26][CH2:25]1. (4) Given the reactants [N:1]12[CH2:7][C:4]([C:8]([C:16]3[CH:21]=[CH:20][CH:19]=[CH:18][CH:17]=3)([C:10]3[CH:15]=[CH:14][CH:13]=[CH:12][CH:11]=3)[OH:9])([CH2:5][CH2:6]1)[CH2:3][CH2:2]2.[Br:22]C[C:24]1[CH:33]=[CH:32][C:27]([C:28]([O:30][CH3:31])=[O:29])=[CH:26][CH:25]=1.[CH3:34]C#N, predict the reaction product. The product is: [Br-:22].[OH:9][C:8]([C:16]1[CH:21]=[CH:20][CH:19]=[CH:18][CH:17]=1)([C:10]1[CH:15]=[CH:14][CH:13]=[CH:12][CH:11]=1)[C:4]12[CH2:7][N+:1]([CH2:34][CH2:31][O:30][C:28]([C:27]3[CH:32]=[CH:33][CH:24]=[CH:25][CH:26]=3)=[O:29])([CH2:6][CH2:5]1)[CH2:2][CH2:3]2. (5) The product is: [F:28][C:2]([F:1])([C:22]1[CH:23]=[CH:24][CH:25]=[CH:26][CH:27]=1)[CH:3]([OH:21])[CH:4]=[CH:5][CH:6]1[N:10]([CH2:11][C:12]2[CH:17]=[CH:16][C:15]([O:18][CH3:19])=[CH:14][CH:13]=2)[C:9](=[O:20])[CH2:8][CH2:7]1. Given the reactants [F:1][C:2]([F:28])([C:22]1[CH:27]=[CH:26][CH:25]=[CH:24][CH:23]=1)[C:3](=[O:21])/[CH:4]=[CH:5]/[C@@H:6]1[N:10]([CH2:11][C:12]2[CH:17]=[CH:16][C:15]([O:18][CH3:19])=[CH:14][CH:13]=2)[C:9](=[O:20])[CH2:8][CH2:7]1.C1(C)C=CC=CC=1.[B]1OC2C(=CC=CC=2)O1, predict the reaction product. (6) The product is: [Cl:1][C:2]1[CH:3]=[C:4]2[C:10](=[O:11])[C:12]3[C:13]([F:22])=[C:14]([O:20][CH3:21])[CH:15]=[CH:16][C:17]=3[CH:18]=[CH:19][C:5]2=[N:6][CH:7]=1. Given the reactants [Cl:1][C:2]1[CH:3]=[C:4]([C:10]([C:12]2[C:17]([CH:18]=[CH2:19])=[CH:16][CH:15]=[C:14]([O:20][CH3:21])[C:13]=2[F:22])=[O:11])[C:5](C=C)=[N:6][CH:7]=1, predict the reaction product. (7) Given the reactants CS(O[CH2:6][CH2:7][C:8]1[CH:13]=[CH:12][C:11]([NH:14][C:15]2[N:24]=[CH:23][C:22]3[CH2:21][CH:20]([C:25]4[CH:30]=[CH:29][CH:28]=[CH:27][C:26]=4[C:31]([F:34])([F:33])[F:32])[C:19]4[CH:35]=[CH:36][CH:37]=[CH:38][C:18]=4[C:17]=3[N:16]=2)=[CH:10][CH:9]=1)(=O)=O.[CH3:39][NH:40][CH2:41][CH2:42][CH2:43][CH3:44], predict the reaction product. The product is: [CH2:41]([N:40]([CH3:39])[CH2:6][CH2:7][C:8]1[CH:13]=[CH:12][C:11]([NH:14][C:15]2[N:24]=[CH:23][C:22]3[CH2:21][CH:20]([C:25]4[CH:30]=[CH:29][CH:28]=[CH:27][C:26]=4[C:31]([F:34])([F:33])[F:32])[C:19]4[CH:35]=[CH:36][CH:37]=[CH:38][C:18]=4[C:17]=3[N:16]=2)=[CH:10][CH:9]=1)[CH2:42][CH2:43][CH3:44].